Dataset: Reaction yield outcomes from USPTO patents with 853,638 reactions. Task: Predict the reaction yield, written as a fraction of the theoretical maximum amount of product (1.0 means a 100% yield; for example, 0.34 means a 34% yield). (1) The reactants are [Cl:1][C:2]1[N:7]=[C:6]([NH:8][C:9]2[O:13][N:12]=[C:11]([CH3:14])[C:10]=2[CH3:15])[CH:5]=[CH:4][N:3]=1.[C:16](=O)([O-])[O-].[K+].[K+].IC. The catalyst is CN(C)C=O.O.C(OCC)C. The product is [Cl:1][C:2]1[N:7]=[C:6]([N:8]([C:9]2[O:13][N:12]=[C:11]([CH3:14])[C:10]=2[CH3:15])[CH3:16])[CH:5]=[CH:4][N:3]=1. The yield is 0.910. (2) The reactants are Cl.[N:2]1([C:8]2[N:13]3[N:14]=[N:15][N:16]=[C:12]3[C:11]([C:17]3[S:18][CH:19]=[CH:20][CH:21]=3)=[CH:10][N:9]=2)[CH2:7][CH2:6][NH:5][CH2:4][CH2:3]1.[CH2:22](Cl)Cl.CO.C=O. The catalyst is C([O-])(O)=O.[Na+]. The product is [CH3:22][N:5]1[CH2:4][CH2:3][N:2]([C:8]2[N:13]3[N:14]=[N:15][N:16]=[C:12]3[C:11]([C:17]3[S:18][CH:19]=[CH:20][CH:21]=3)=[CH:10][N:9]=2)[CH2:7][CH2:6]1. The yield is 0.160.